Dataset: Catalyst prediction with 721,799 reactions and 888 catalyst types from USPTO. Task: Predict which catalyst facilitates the given reaction. (1) Reactant: [F:1][C:2]1[CH:12]=[CH:11][C:10]([F:13])=[CH:9][C:3]=1[CH:4]=[CH:5][C:6]([OH:8])=[O:7]. Product: [F:1][C:2]1[CH:12]=[CH:11][C:10]([F:13])=[CH:9][C:3]=1[CH2:4][CH2:5][C:6]([OH:8])=[O:7]. The catalyst class is: 29. (2) Reactant: [Li]CCCC.[Cl:6][C:7]1[CH:8]=[C:9]([CH3:14])[CH:10]=[C:11]([F:13])[CH:12]=1.[CH:15](N1CCOCC1)=[O:16]. Product: [Cl:6][C:7]1[CH:8]=[C:9]([CH3:14])[CH:10]=[C:11]([F:13])[C:12]=1[CH:15]=[O:16]. The catalyst class is: 1. (3) Reactant: [Li+].[OH-].O.[CH:4]1[C:13]2[C:8](=[CH:9][CH:10]=[CH:11][CH:12]=2)[CH:7]=[CH:6][C:5]=1[S:14]([NH:17][CH:18]([C:24]1[CH:29]=[CH:28][CH:27]=[CH:26][CH:25]=1)[CH2:19][C:20]([O:22]C)=[O:21])(=[O:16])=[O:15]. Product: [CH:4]1[C:13]2[C:8](=[CH:9][CH:10]=[CH:11][CH:12]=2)[CH:7]=[CH:6][C:5]=1[S:14]([NH:17][CH:18]([C:24]1[CH:29]=[CH:28][CH:27]=[CH:26][CH:25]=1)[CH2:19][C:20]([OH:22])=[O:21])(=[O:15])=[O:16]. The catalyst class is: 24. (4) Product: [C:31]([O:30][C:28](=[O:29])[CH2:27][C:18]1([C:20]([O:22][C:23]([CH3:26])([CH3:25])[CH3:24])=[O:21])[O:17][N:16]=[C:15]([C:13]2[CH:14]=[C:9]([OH:8])[CH:10]=[CH:11][C:12]=2[CH3:35])[CH2:19]1)([CH3:34])([CH3:33])[CH3:32]. The catalyst class is: 43. Reactant: C([O:8][C:9]1[CH:10]=[CH:11][C:12]([CH3:35])=[C:13]([C:15]2[CH2:19][C:18]([CH2:27][C:28]([O:30][C:31]([CH3:34])([CH3:33])[CH3:32])=[O:29])([C:20]([O:22][C:23]([CH3:26])([CH3:25])[CH3:24])=[O:21])[O:17][N:16]=2)[CH:14]=1)C1C=CC=CC=1.[H][H]. (5) Reactant: [F:1][C:2]1[CH:3]=[C:4]2[C:11]([C:12]3[N:13]=[N:14][C:15]4[C:20]([CH3:22])([CH3:21])[C:19](=[O:23])[NH:18][C:16]=4[N:17]=3)=[N:10][NH:9][C:5]2=[N:6][C:7]=1[CH3:8].C(=O)([O-])[O-].[Cs+].[Cs+].Br[CH2:31][C:32]1[CH:37]=[CH:36][C:35]([Cl:38])=[CH:34][C:33]=1[F:39]. Product: [Cl:38][C:35]1[CH:36]=[CH:37][C:32]([CH2:31][N:9]2[C:5]3=[N:6][C:7]([CH3:8])=[C:2]([F:1])[CH:3]=[C:4]3[C:11]([C:12]3[N:13]=[N:14][C:15]4[C:20]([CH3:21])([CH3:22])[C:19](=[O:23])[NH:18][C:16]=4[N:17]=3)=[N:10]2)=[C:33]([F:39])[CH:34]=1. The catalyst class is: 39. (6) Reactant: Cl[C:2]1[C:11]2[C:6](=[CH:7][C:8]([O:14][CH3:15])=[C:9]([O:12][CH3:13])[CH:10]=2)[N:5]=[CH:4][CH:3]=1.[OH:16][C:17]1[CH:31]=[C:30]([O:32][CH3:33])[CH:29]=[CH:28][C:18]=1[C:19]([C:21]1[CH:26]=[CH:25][C:24]([CH3:27])=[CH:23][CH:22]=1)=[O:20]. Product: [CH3:13][O:12][C:9]1[CH:10]=[C:11]2[C:6](=[CH:7][C:8]=1[O:14][CH3:15])[N:5]=[CH:4][CH:3]=[C:2]2[O:16][C:17]1[CH:31]=[C:30]([O:32][CH3:33])[CH:29]=[CH:28][C:18]=1[C:19]([C:21]1[CH:22]=[CH:23][C:24]([CH3:27])=[CH:25][CH:26]=1)=[O:20]. The catalyst class is: 420. (7) Reactant: Br[CH2:2][CH2:3][NH:4][C:5](=[O:11])[O:6][C:7]([CH3:10])([CH3:9])[CH3:8].C(#N)C.[OH:15][N:16]1[C:20](=[O:21])[C:19]2=[CH:22][CH:23]=[CH:24][CH:25]=[C:18]2[C:17]1=[O:26]. Product: [O:26]=[C:17]1[C:18]2[C:19](=[CH:22][CH:23]=[CH:24][CH:25]=2)[C:20](=[O:21])[N:16]1[O:15][CH2:2][CH2:3][NH:4][C:5](=[O:11])[O:6][C:7]([CH3:10])([CH3:9])[CH3:8]. The catalyst class is: 66.